Dataset: Reaction yield outcomes from USPTO patents with 853,638 reactions. Task: Predict the reaction yield, written as a fraction of the theoretical maximum amount of product (1.0 means a 100% yield; for example, 0.34 means a 34% yield). (1) The reactants are [CH3:1][CH:2]([S:4]([NH:7][CH:8]1[C:12]([C:13]2[CH:22]=[CH:21][C:16]([O:17][CH2:18][C:19]#[N:20])=[CH:15][CH:14]=2)=[CH:11][CH2:10][CH2:9]1)(=[O:6])=[O:5])[CH3:3].COCCO[AlH2-]OCCOC.[Na+].Cl. The catalyst is C1(C)C=CC=CC=1. The product is [NH2:20][CH2:19][CH2:18][O:17][C:16]1[CH:15]=[CH:14][C:13]([C:12]2[CH:8]([NH:7][S:4]([CH:2]([CH3:3])[CH3:1])(=[O:6])=[O:5])[CH2:9][CH2:10][CH:11]=2)=[CH:22][CH:21]=1. The yield is 0.500. (2) The reactants are [CH3:1][O:2][C:3]1[C:4]([NH2:9])=[CH:5][CH:6]=[CH:7][CH:8]=1.C1(S([N:19]2[C:23]3=[N:24][CH:25]=[CH:26][CH:27]=[C:22]3[C:21]([C:28]3[CH:33]=[CH:32][N:31]=[C:30](Cl)[N:29]=3)=[CH:20]2)(=O)=O)C=CC=CC=1. No catalyst specified. The product is [CH3:1][O:2][C:3]1[CH:8]=[CH:7][CH:6]=[CH:5][C:4]=1[NH:9][C:30]1[N:29]=[C:28]([C:21]2[C:22]3[C:23](=[N:24][CH:25]=[CH:26][CH:27]=3)[NH:19][CH:20]=2)[CH:33]=[CH:32][N:31]=1. The yield is 0.240. (3) The reactants are [N+](=[CH2:3])=[N-].[CH3:4][C:5]([CH3:12])=[CH:6][CH2:7][CH2:8][C:9]([OH:11])=[O:10]. The catalyst is CCOCC. The product is [CH3:4][C:5]([CH3:12])=[CH:6][CH2:7][CH2:8][C:9]([O:11][CH3:3])=[O:10]. The yield is 1.00. (4) The reactants are CS(O[CH2:6][CH2:7][C:8]1[CH:13]=[CH:12][CH:11]=[C:10]([N+:14]([O-:16])=[O:15])[CH:9]=1)(=O)=O.C(=O)([O-])[O-].[K+].[K+].[NH:23]1[CH2:28][CH2:27][CH2:26][CH2:25][CH2:24]1. The catalyst is C(#N)C. The product is [N+:14]([C:10]1[CH:9]=[C:8]([CH:13]=[CH:12][CH:11]=1)[CH2:7][CH2:6][N:23]1[CH2:28][CH2:27][CH2:26][CH2:25][CH2:24]1)([O-:16])=[O:15]. The yield is 0.750. (5) The reactants are [CH2:1]([C:3]1[C:4]([CH3:26])=[C:5]2[C:9](=[C:10]([O:18][CH2:19][CH2:20][Si:21]([CH3:24])([CH3:23])[CH3:22])[C:11]=1[CH2:12][CH:13]=[C:14]([CH3:17])[CH2:15]O)[C:8](=[O:25])[O:7][CH2:6]2)[CH3:2].C1(P(C2C=CC=CC=2)C2C=CC=CC=2)C=CC=CC=1.C(Br)(Br)(Br)[Br:47]. The catalyst is C(Cl)Cl. The product is [Br:47][CH2:15][C:14]([CH3:17])=[CH:13][CH2:12][C:11]1[C:10]([O:18][CH2:19][CH2:20][Si:21]([CH3:23])([CH3:24])[CH3:22])=[C:9]2[C:5]([CH2:6][O:7][C:8]2=[O:25])=[C:4]([CH3:26])[C:3]=1[CH2:1][CH3:2]. The yield is 0.870. (6) The reactants are [Cl:1][C:2]1[N:3]=[C:4](Cl)[C:5]2[CH:10]=[CH:9][N:8]([S:11]([C:14]3[CH:19]=[CH:18][C:17]([CH3:20])=[CH:16][CH:15]=3)(=[O:13])=[O:12])[C:6]=2[N:7]=1.[NH2:22][C:23]1[CH:31]=[CH:30][CH:29]=[C:28]([F:32])[C:24]=1[C:25]([OH:27])=[O:26]. The catalyst is CC(O)C.CCN(C(C)C)C(C)C.CCOC(C)=O. The product is [Cl:1][C:2]1[N:3]=[C:4]([NH:22][C:23]2[CH:31]=[CH:30][CH:29]=[C:28]([F:32])[C:24]=2[C:25]([OH:27])=[O:26])[C:5]2[CH:10]=[CH:9][N:8]([S:11]([C:14]3[CH:19]=[CH:18][C:17]([CH3:20])=[CH:16][CH:15]=3)(=[O:13])=[O:12])[C:6]=2[N:7]=1. The yield is 0.920.